From a dataset of Forward reaction prediction with 1.9M reactions from USPTO patents (1976-2016). Predict the product of the given reaction. (1) Given the reactants [Br:1][C:2]1[CH:3]=[C:4]2[C:15](=[CH:16][CH:17]=1)[O:14][C:7]1[C:8]([F:13])=[N:9][C:10]([Cl:12])=[CH:11][C:6]=1[C:5]2([CH2:19][CH2:20][OH:21])O.[N:22]([Si](C)(C)C)=[N+:23]=[N-:24].B(F)(F)F.CCOCC, predict the reaction product. The product is: [N:22]([C:5]1([CH2:19][CH2:20][OH:21])[C:6]2[CH:11]=[C:10]([Cl:12])[N:9]=[C:8]([F:13])[C:7]=2[O:14][C:15]2[C:4]1=[CH:3][C:2]([Br:1])=[CH:17][CH:16]=2)=[N+:23]=[N-:24]. (2) Given the reactants [F:1][C:2]1([F:17])[CH2:5][CH:4]([C:6]2[CH:11]=[CH:10][C:9]([CH2:12][O:13][CH3:14])=[CH:8][C:7]=2[CH2:15][NH2:16])[CH2:3]1.[CH3:18][N:19]1[CH:23]=[C:22]([C:24]2[C:28]([CH3:29])=[C:27]([NH:30][C:31](=O)[O:32]C3C=CC=CC=3)[N:26]([C:40]3[CH:45]=[CH:44][CH:43]=[CH:42][CH:41]=3)[N:25]=2)[CH:21]=[N:20]1, predict the reaction product. The product is: [F:1][C:2]1([F:17])[CH2:3][CH:4]([C:6]2[CH:11]=[CH:10][C:9]([CH2:12][O:13][CH3:14])=[CH:8][C:7]=2[CH2:15][NH:16][C:31]([NH:30][C:27]2[N:26]([C:40]3[CH:41]=[CH:42][CH:43]=[CH:44][CH:45]=3)[N:25]=[C:24]([C:22]3[CH:21]=[N:20][N:19]([CH3:18])[CH:23]=3)[C:28]=2[CH3:29])=[O:32])[CH2:5]1. (3) Given the reactants [CH3:1][C:2]1[NH:3][C:4]2[CH2:5][CH2:6][CH2:7][C:8](=[O:11])[C:9]=2[CH:10]=1.[N:12]1([S:17]([C:20]2[CH:27]=[CH:26][CH:25]=[CH:24][C:21]=2[CH:22]=[O:23])(=[O:19])=[O:18])[CH2:16][CH2:15][CH2:14][CH2:13]1.[OH-].[Na+].S(=O)(O)[O-].[Na+], predict the reaction product. The product is: [OH:23][CH:22]([C:21]1[CH:24]=[CH:25][CH:26]=[CH:27][C:20]=1[S:17]([N:12]1[CH2:16][CH2:15][CH2:14][CH2:13]1)(=[O:19])=[O:18])[C:10]1[C:9]2[C:8](=[O:11])[CH2:7][CH2:6][CH2:5][C:4]=2[NH:3][C:2]=1[CH3:1]. (4) Given the reactants [NH:1]1[CH2:6][CH2:5][CH:4]([C:7]2[CH:15]=[CH:14][CH:13]=[C:12]3[C:8]=2[CH2:9][C:10](=[O:16])[NH:11]3)[CH2:3][CH2:2]1.[C:17]1([S:23]([C:26]2[C:27]([CH2:34][CH2:35][C:36]([OH:38])=[O:37])=[C:28]([CH:32]=O)[NH:29][C:30]=2[CH3:31])(=[O:25])=[O:24])[CH:22]=[CH:21][CH:20]=[CH:19][CH:18]=1.CC(O/N=C(/C(NCC=O)=O)\C1N=C(N)SC=1)(C(O)=O)C.N1CCCCC1, predict the reaction product. The product is: [C:17]1([S:23]([C:26]2[C:27]([CH2:34][CH2:35][C:36]([OH:38])=[O:37])=[C:28](/[CH:32]=[C:9]3\[C:10](=[O:16])[NH:11][C:12]4[C:8]\3=[C:7]([CH:4]3[CH2:3][CH2:2][NH:1][CH2:6][CH2:5]3)[CH:15]=[CH:14][CH:13]=4)[NH:29][C:30]=2[CH3:31])(=[O:24])=[O:25])[CH:18]=[CH:19][CH:20]=[CH:21][CH:22]=1. (5) Given the reactants Br[C:2]1[CH:7]=[CH:6][C:5]([S:8]([NH:11][CH:12]2[CH2:14][CH2:13]2)(=[O:10])=[O:9])=[CH:4][CH:3]=1.[C:15]([C:17]1[N:21]([CH3:22])[C:20](B(O)O)=[CH:19][CH:18]=1)#[N:16].[F-].[K+].C(P(C(C)(C)C)C(C)(C)C)(C)(C)C, predict the reaction product. The product is: [C:15]([C:17]1[N:21]([CH3:22])[C:20]([C:2]2[CH:7]=[CH:6][C:5]([S:8]([NH:11][CH:12]3[CH2:14][CH2:13]3)(=[O:10])=[O:9])=[CH:4][CH:3]=2)=[CH:19][CH:18]=1)#[N:16]. (6) Given the reactants [CH2:1]([O:8][C:9]([N:11]1[CH2:15][C@H:14](O)[C@@H:13]([CH2:17][Br:18])[CH2:12]1)=[O:10])[C:2]1[CH:7]=[CH:6][CH:5]=[CH:4][CH:3]=1.N12CCCN=C1CCCCC2.[F:30]C(F)(S(F)(=O)=O)C(F)(F)C(F)(F)C(F)(F)C(F)(F)C(F)(F)C(F)(F)C(F)(F)F, predict the reaction product. The product is: [CH2:1]([O:8][C:9]([N:11]1[CH2:15][C@@H:14]([F:30])[C@@H:13]([CH2:17][Br:18])[CH2:12]1)=[O:10])[C:2]1[CH:7]=[CH:6][CH:5]=[CH:4][CH:3]=1. (7) Given the reactants [NH2:1][C:2]1[CH:7]=[CH:6][C:5]([Br:8])=[CH:4][N:3]=1.[Cl:9][C:10]1[CH:17]=[CH:16][C:13]([CH:14]=O)=[CH:12][CH:11]=1.FC(F)(F)C(O)=O.C([SiH](CC)CC)C, predict the reaction product. The product is: [Br:8][C:5]1[CH:6]=[CH:7][C:2]([NH:1][CH2:14][C:13]2[CH:16]=[CH:17][C:10]([Cl:9])=[CH:11][CH:12]=2)=[N:3][CH:4]=1. (8) Given the reactants [O:1]1[C:5]2[C:6]([C@:10]([C@@H:18]3[CH2:23][CH2:22][CH2:21][N:20]([C:24]([NH:26][C@@H:27]([CH2:41][CH:42]4[CH2:46][CH2:45][CH2:44][CH2:43]4)[CH2:28][N:29](C)[C:30](=O)OCC4C=CC=CC=4)=[O:25])[CH2:19]3)([OH:17])[CH2:11][CH2:12][CH2:13][CH2:14][O:15][CH3:16])=[CH:7][CH:8]=[CH:9][C:4]=2[CH:3]=[CH:2]1, predict the reaction product. The product is: [CH:42]1([CH2:41][C@H:27]([NH:26][C:24]([N:20]2[CH2:21][CH2:22][CH2:23][C@@H:18]([C@@:10]([C:6]3[C:5]4[O:1][CH2:2][CH2:3][C:4]=4[CH:9]=[CH:8][CH:7]=3)([OH:17])[CH2:11][CH2:12][CH2:13][CH2:14][O:15][CH3:16])[CH2:19]2)=[O:25])[CH2:28][NH:29][CH3:30])[CH2:46][CH2:45][CH2:44][CH2:43]1. (9) Given the reactants [C:1]([O:5][C:6]([NH:8][C@@H:9]([CH2:14][C:15]1[CH:20]=[CH:19][C:18]([O:21][CH3:22])=[C:17]([O:23][CH3:24])[CH:16]=1)[C:10]([O:12]C)=[O:11])=[O:7])([CH3:4])([CH3:3])[CH3:2].[OH-].[Na+], predict the reaction product. The product is: [C:1]([O:5][C:6]([NH:8][C@@H:9]([CH2:14][C:15]1[CH:20]=[CH:19][C:18]([O:21][CH3:22])=[C:17]([O:23][CH3:24])[CH:16]=1)[C:10]([OH:12])=[O:11])=[O:7])([CH3:3])([CH3:2])[CH3:4]. (10) Given the reactants [N+:1]([C:4]1[CH:5]=[C:6]([NH:10][C@@H:11]2[CH2:15][CH2:14][N:13]([C:16]([O:18][C:19]([CH3:22])([CH3:21])[CH3:20])=[O:17])[CH2:12]2)[CH:7]=[CH:8][CH:9]=1)([O-])=O, predict the reaction product. The product is: [NH2:1][C:4]1[CH:5]=[C:6]([NH:10][C@@H:11]2[CH2:15][CH2:14][N:13]([C:16]([O:18][C:19]([CH3:22])([CH3:21])[CH3:20])=[O:17])[CH2:12]2)[CH:7]=[CH:8][CH:9]=1.